Task: Regression. Given two drug SMILES strings and cell line genomic features, predict the synergy score measuring deviation from expected non-interaction effect.. Dataset: NCI-60 drug combinations with 297,098 pairs across 59 cell lines (1) Drug 1: C(CC(=O)O)C(=O)CN.Cl. Drug 2: C(CN)CNCCSP(=O)(O)O. Cell line: ACHN. Synergy scores: CSS=0.870, Synergy_ZIP=0.903, Synergy_Bliss=1.33, Synergy_Loewe=-4.02, Synergy_HSA=-3.39. (2) Drug 1: CC1=CC=C(C=C1)C2=CC(=NN2C3=CC=C(C=C3)S(=O)(=O)N)C(F)(F)F. Drug 2: C1=NC2=C(N=C(N=C2N1C3C(C(C(O3)CO)O)O)F)N. Cell line: SF-539. Synergy scores: CSS=-5.33, Synergy_ZIP=-0.241, Synergy_Bliss=-2.68, Synergy_Loewe=-3.93, Synergy_HSA=-3.49. (3) Drug 1: C1CCC(C1)C(CC#N)N2C=C(C=N2)C3=C4C=CNC4=NC=N3. Drug 2: CCC1(CC2CC(C3=C(CCN(C2)C1)C4=CC=CC=C4N3)(C5=C(C=C6C(=C5)C78CCN9C7C(C=CC9)(C(C(C8N6C=O)(C(=O)OC)O)OC(=O)C)CC)OC)C(=O)OC)O.OS(=O)(=O)O. Cell line: UO-31. Synergy scores: CSS=11.4, Synergy_ZIP=-4.58, Synergy_Bliss=-4.80, Synergy_Loewe=-4.18, Synergy_HSA=-4.42. (4) Drug 1: CC1=C2C(C(=O)C3(C(CC4C(C3C(C(C2(C)C)(CC1OC(=O)C(C(C5=CC=CC=C5)NC(=O)OC(C)(C)C)O)O)OC(=O)C6=CC=CC=C6)(CO4)OC(=O)C)OC)C)OC. Drug 2: C(=O)(N)NO. Cell line: NCI-H522. Synergy scores: CSS=42.1, Synergy_ZIP=-5.37, Synergy_Bliss=-7.06, Synergy_Loewe=-18.1, Synergy_HSA=-4.61. (5) Drug 1: CCCS(=O)(=O)NC1=C(C(=C(C=C1)F)C(=O)C2=CNC3=C2C=C(C=N3)C4=CC=C(C=C4)Cl)F. Drug 2: C1CCC(CC1)NC(=O)N(CCCl)N=O. Cell line: HCT-15. Synergy scores: CSS=26.0, Synergy_ZIP=3.67, Synergy_Bliss=7.89, Synergy_Loewe=5.48, Synergy_HSA=5.49.